This data is from NCI-60 drug combinations with 297,098 pairs across 59 cell lines. The task is: Regression. Given two drug SMILES strings and cell line genomic features, predict the synergy score measuring deviation from expected non-interaction effect. (1) Drug 1: CC1=CC2C(CCC3(C2CCC3(C(=O)C)OC(=O)C)C)C4(C1=CC(=O)CC4)C. Drug 2: C1=CC(=CC=C1CCCC(=O)O)N(CCCl)CCCl. Cell line: COLO 205. Synergy scores: CSS=44.1, Synergy_ZIP=3.31, Synergy_Bliss=2.61, Synergy_Loewe=-5.54, Synergy_HSA=1.54. (2) Drug 1: C1=NC(=NC(=O)N1C2C(C(C(O2)CO)O)O)N. Drug 2: CC1=C(C(=O)C2=C(C1=O)N3CC4C(C3(C2COC(=O)N)OC)N4)N. Cell line: EKVX. Synergy scores: CSS=6.29, Synergy_ZIP=-1.40, Synergy_Bliss=3.45, Synergy_Loewe=-9.17, Synergy_HSA=-5.01. (3) Drug 1: CC1=C2C(C(=O)C3(C(CC4C(C3C(C(C2(C)C)(CC1OC(=O)C(C(C5=CC=CC=C5)NC(=O)C6=CC=CC=C6)O)O)OC(=O)C7=CC=CC=C7)(CO4)OC(=O)C)O)C)OC(=O)C. Drug 2: CC1CCC2CC(C(=CC=CC=CC(CC(C(=O)C(C(C(=CC(C(=O)CC(OC(=O)C3CCCCN3C(=O)C(=O)C1(O2)O)C(C)CC4CCC(C(C4)OC)OCCO)C)C)O)OC)C)C)C)OC. Cell line: HL-60(TB). Synergy scores: CSS=0.214, Synergy_ZIP=17.2, Synergy_Bliss=16.8, Synergy_Loewe=15.2, Synergy_HSA=16.2. (4) Drug 2: CS(=O)(=O)OCCCCOS(=O)(=O)C. Synergy scores: CSS=66.1, Synergy_ZIP=-10.3, Synergy_Bliss=-9.41, Synergy_Loewe=-8.62, Synergy_HSA=-5.08. Drug 1: C1=C(C(=O)NC(=O)N1)N(CCCl)CCCl. Cell line: ACHN. (5) Drug 1: CC1=C2C(C(=O)C3(C(CC4C(C3C(C(C2(C)C)(CC1OC(=O)C(C(C5=CC=CC=C5)NC(=O)OC(C)(C)C)O)O)OC(=O)C6=CC=CC=C6)(CO4)OC(=O)C)OC)C)OC. Drug 2: CC(CN1CC(=O)NC(=O)C1)N2CC(=O)NC(=O)C2. Cell line: SNB-19. Synergy scores: CSS=44.8, Synergy_ZIP=3.56, Synergy_Bliss=3.09, Synergy_Loewe=4.06, Synergy_HSA=5.95. (6) Drug 1: C1CCC(C(C1)N)N.C(=O)(C(=O)[O-])[O-].[Pt+4]. Drug 2: B(C(CC(C)C)NC(=O)C(CC1=CC=CC=C1)NC(=O)C2=NC=CN=C2)(O)O. Cell line: HOP-92. Synergy scores: CSS=46.6, Synergy_ZIP=-1.95, Synergy_Bliss=1.18, Synergy_Loewe=-2.08, Synergy_HSA=-1.28. (7) Cell line: HCT-15. Synergy scores: CSS=23.0, Synergy_ZIP=-2.51, Synergy_Bliss=10.3, Synergy_Loewe=-2.18, Synergy_HSA=6.14. Drug 2: C1=CC(=CC=C1CC(C(=O)O)N)N(CCCl)CCCl.Cl. Drug 1: CC1=CC2C(CCC3(C2CCC3(C(=O)C)OC(=O)C)C)C4(C1=CC(=O)CC4)C. (8) Drug 1: C1=CC(=CC=C1CCC2=CNC3=C2C(=O)NC(=N3)N)C(=O)NC(CCC(=O)O)C(=O)O. Drug 2: CC=C1C(=O)NC(C(=O)OC2CC(=O)NC(C(=O)NC(CSSCCC=C2)C(=O)N1)C(C)C)C(C)C. Synergy scores: CSS=48.5, Synergy_ZIP=-1.07, Synergy_Bliss=-0.692, Synergy_Loewe=-0.746, Synergy_HSA=-0.128. Cell line: SN12C. (9) Drug 1: CCCCCOC(=O)NC1=NC(=O)N(C=C1F)C2C(C(C(O2)C)O)O. Drug 2: C1=CC=C(C=C1)NC(=O)CCCCCCC(=O)NO. Cell line: 786-0. Synergy scores: CSS=1.05, Synergy_ZIP=0.0389, Synergy_Bliss=2.80, Synergy_Loewe=-7.91, Synergy_HSA=-1.72. (10) Drug 1: CN1CCC(CC1)COC2=C(C=C3C(=C2)N=CN=C3NC4=C(C=C(C=C4)Br)F)OC. Drug 2: C1CNP(=O)(OC1)N(CCCl)CCCl. Cell line: IGROV1. Synergy scores: CSS=50.1, Synergy_ZIP=2.17, Synergy_Bliss=1.06, Synergy_Loewe=-58.3, Synergy_HSA=-0.610.